Predict the reactants needed to synthesize the given product. From a dataset of Full USPTO retrosynthesis dataset with 1.9M reactions from patents (1976-2016). Given the product [CH2:1]([O:3][C:4](=[O:30])[CH2:5][C:6]1[CH:7]=[C:8]([C:14]2[CH:19]=[CH:18][C:17]([C:38]3[CH:37]=[N:36][C:35]([O:34][CH2:32][CH3:33])=[CH:40][CH:39]=3)=[CH:16][C:15]=2[CH2:21][N:22]([C:25]([CH:27]2[CH2:29][CH2:28]2)=[O:26])[CH2:23][CH3:24])[C:9]([O:12][CH3:13])=[CH:10][CH:11]=1)[CH3:2], predict the reactants needed to synthesize it. The reactants are: [CH2:1]([O:3][C:4](=[O:30])[CH2:5][C:6]1[CH:7]=[C:8]([C:14]2[CH:19]=[CH:18][C:17](Br)=[CH:16][C:15]=2[CH2:21][N:22]([C:25]([CH:27]2[CH2:29][CH2:28]2)=[O:26])[CH2:23][CH3:24])[C:9]([O:12][CH3:13])=[CH:10][CH:11]=1)[CH3:2].O.[CH2:32]([O:34][C:35]1[CH:40]=[CH:39][C:38](B2OC(C)(C)C(C)(C)O2)=[CH:37][N:36]=1)[CH3:33].C(=O)([O-])[O-].[K+].[K+].